Dataset: Experimentally validated miRNA-target interactions with 360,000+ pairs, plus equal number of negative samples. Task: Binary Classification. Given a miRNA mature sequence and a target amino acid sequence, predict their likelihood of interaction. (1) The protein sequence of the target gene is MDEDEFELQPQEPNSFFDGIGADATHMDGDQIVVEIQEAVFVSNIVDSDITVHNFVPDDPDSVVIQDVVEDVVIEEDVQCSDILEEADVSENVIIPEQVLDSDVTEEVSLPHCTVPDDVLASDITSTSMSMPEHVLTSESMHVCDIGHVEHMVHDSVVEAEIITDPLTSDIVSEEVLVADCAPEAVIDASGISVDQQDNDKASCEDYLMISLDDAGKIEHDGSTGVTIDAESEMDPCKVDSTCPEVIKVYIFKADPGEDDLGGTVDIVESEPENDHGVELLDQNSSIRVPREKMVYMTVN.... The miRNA is hsa-miR-3148 with sequence UGGAAAAAACUGGUGUGUGCUU. Result: 0 (no interaction). (2) The miRNA is ath-miR398a-3p with sequence UGUGUUCUCAGGUCACCCCUU. The protein sequence of the target gene is MPRLDDHLWRGPCAKGTKHRSHPRASARGLVAKAGEMINSSGSGPSLLAAHGALGTDPAHGPQSAGVGGQGSSSHVNSWHHHLVQRSLVLFSVGVVLALVLNLLQVQRNVTLFPDEVIATIFSSAWWVPPCCGTAAAVVGLLYPCIDSHLGEPHKFKREWASVMRCVAVFVGINHASAKLDFANNVQLSLTLAALSLGLWWTFDRSRSGLGLGITIAFLATLITQLLVYNGVYQYTSPDFLYIRSWLPCIFFSGGVTVGNIGRQLAMGVPEKPHSD. Result: 0 (no interaction).